Dataset: Peptide-MHC class II binding affinity with 134,281 pairs from IEDB. Task: Regression. Given a peptide amino acid sequence and an MHC pseudo amino acid sequence, predict their binding affinity value. This is MHC class II binding data. (1) The peptide sequence is ALTKAITAMSEVQKV. The MHC is DRB1_0401 with pseudo-sequence DRB1_0401. The binding affinity (normalized) is 0.551. (2) The peptide sequence is FRELVRNCDLPVWLS. The MHC is HLA-DQA10501-DQB10402 with pseudo-sequence HLA-DQA10501-DQB10402. The binding affinity (normalized) is 0.368. (3) The peptide sequence is AMYMALIAAFSIRPGK. The MHC is DRB1_0404 with pseudo-sequence DRB1_0404. The binding affinity (normalized) is 0.637. (4) The peptide sequence is GPGSTGLNITGVTCG. The MHC is DRB1_0401 with pseudo-sequence DRB1_0401. The binding affinity (normalized) is 0.189. (5) The peptide sequence is FLDPASIAARGWAAH. The MHC is DRB1_1301 with pseudo-sequence DRB1_1301. The binding affinity (normalized) is 0.446. (6) The peptide sequence is NRNNTFKPFAEYKSDYVYQPFPK. The MHC is DRB1_1101 with pseudo-sequence DRB1_1101. The binding affinity (normalized) is 0.455. (7) The peptide sequence is IKYTRPGDSLAEVEL. The MHC is DRB3_0202 with pseudo-sequence DRB3_0202. The binding affinity (normalized) is 0.0757. (8) The peptide sequence is LALVGFLGGLITGTS. The MHC is HLA-DPA10103-DPB10301 with pseudo-sequence HLA-DPA10103-DPB10301. The binding affinity (normalized) is 0.132. (9) The peptide sequence is KVERQWIPSVCFSTL. The MHC is HLA-DQA10201-DQB10303 with pseudo-sequence HLA-DQA10201-DQB10303. The binding affinity (normalized) is 0.366.